This data is from Forward reaction prediction with 1.9M reactions from USPTO patents (1976-2016). The task is: Predict the product of the given reaction. (1) Given the reactants [Br:1][C:2]1[CH:3]=[C:4]([S:10](Cl)(=[O:12])=[O:11])[CH:5]=[CH:6][C:7]=1[O:8][CH3:9].C(N(CC)CC)C.[C:21]([NH2:25])([CH3:24])([CH3:23])[CH3:22].C(O)(=O)CC(CC(O)=O)(C(O)=O)O, predict the reaction product. The product is: [Br:1][C:2]1[CH:3]=[C:4]([S:10]([NH:25][C:21]([CH3:24])([CH3:23])[CH3:22])(=[O:12])=[O:11])[CH:5]=[CH:6][C:7]=1[O:8][CH3:9]. (2) Given the reactants C[O:2][C:3]1[CH:8]=[C:7]([CH2:9][O:10][CH3:11])[C:6]([O:12]C)=[CH:5][C:4]=1[CH2:14][O:15][CH3:16].[N+]([O-])([O-])=O.[NH4+].[Ce], predict the reaction product. The product is: [CH3:16][O:15][CH2:14][C:4]1[C:3](=[O:2])[CH:8]=[C:7]([CH2:9][O:10][CH3:11])[C:6](=[O:12])[CH:5]=1. (3) The product is: [CH:46]1([C:49]([N:27]2[CH2:28][CH2:29][C:23]3[C:22]([N:30]4[CH2:35][CH2:34][O:33][CH2:32][C@@H:31]4[CH3:36])=[N:21][C:20]([C:17]4[CH:16]=[CH:15][C:14]([NH:13][C:11]([NH:10][CH2:8][CH3:9])=[O:12])=[CH:19][CH:18]=4)=[N:25][C:24]=3[CH2:26]2)=[O:50])[CH2:48][CH2:47]1. Given the reactants FC(F)(F)C(O)=O.[CH2:8]([NH:10][C:11]([NH:13][C:14]1[CH:19]=[CH:18][C:17]([C:20]2[N:21]=[C:22]([N:30]3[CH2:35][CH2:34][O:33][CH2:32][C@@H:31]3[CH3:36])[C:23]3[CH2:29][CH2:28][NH:27][CH2:26][C:24]=3[N:25]=2)=[CH:16][CH:15]=1)=[O:12])[CH3:9].CCN(C(C)C)C(C)C.[CH:46]1([C:49](Cl)=[O:50])[CH2:48][CH2:47]1, predict the reaction product. (4) Given the reactants [NH2:1][CH:2]1[CH2:7][CH2:6][N:5]([C:8]([O:10][CH2:11][C:12]2[CH:17]=[CH:16][CH:15]=[CH:14][CH:13]=2)=[O:9])[CH2:4][CH2:3]1.[N:18]1([C:23]([NH2:25])=O)C=CC=N1, predict the reaction product. The product is: [NH:1]([CH:2]1[CH2:3][CH2:4][N:5]([C:8]([O:10][CH2:11][C:12]2[CH:17]=[CH:16][CH:15]=[CH:14][CH:13]=2)=[O:9])[CH2:6][CH2:7]1)[C:23]([NH2:25])=[NH:18]. (5) Given the reactants C1(S([N:10]2[C:18]3[C:13](=[CH:14][C:15]([C:19]#[C:20][CH2:21][CH2:22][N:23]4[CH2:28][CH2:27][CH:26]([CH2:29][C:30]5[CH:35]=[CH:34][CH:33]=[CH:32][CH:31]=5)[CH2:25][CH2:24]4)=[CH:16][CH:17]=3)[CH:12]=[CH:11]2)(=O)=O)C=CC=CC=1.C1(S(N2C3C(=CC(Br)=CC=3)C=C2)(=O)=O)C=CC=CC=1.C(C1CCN(CCC#C)CC1)C1C=CC=CC=1, predict the reaction product. The product is: [CH2:29]([CH:26]1[CH2:27][CH2:28][N:23]([CH2:22][CH2:21][C:20]#[C:19][C:15]2[CH:14]=[C:13]3[C:18](=[CH:17][CH:16]=2)[NH:10][CH:11]=[CH:12]3)[CH2:24][CH2:25]1)[C:30]1[CH:35]=[CH:34][CH:33]=[CH:32][CH:31]=1. (6) Given the reactants CN(C)C(=O)C[NH:5][C@:6]12[CH2:40][CH2:39][C@@H:38]([C:41]([CH3:43])=[CH2:42])[C@@H:7]1[C@@H:8]1[C@@:21]([CH3:24])([CH2:22][CH2:23]2)[C@@:20]2([CH3:25])[C@@H:11]([C@:12]3([CH3:37])[C@@H:17]([CH2:18][CH2:19]2)[C:16]([CH3:27])([CH3:26])[C:15]([C:28]2[CH:36]=[CH:35][C:31]([C:32]([OH:34])=[O:33])=[CH:30][CH:29]=2)=[CH:14][CH2:13]3)[CH2:10][CH2:9]1.Cl[CH2:47][CH2:48][C:49]1[CH:54]=[CH:53][N:52]=[CH:51][CH:50]=1, predict the reaction product. The product is: [CH3:24][C@:21]12[C@@:20]3([CH3:25])[C@@H:11]([C@:12]4([CH3:37])[C@@H:17]([CH2:18][CH2:19]3)[C:16]([CH3:26])([CH3:27])[C:15]([C:28]3[CH:36]=[CH:35][C:31]([C:32]([OH:34])=[O:33])=[CH:30][CH:29]=3)=[CH:14][CH2:13]4)[CH2:10][CH2:9][C@@H:8]1[C@H:7]1[C@H:38]([C:41]([CH3:43])=[CH2:42])[CH2:39][CH2:40][C@:6]1([NH:5][CH2:47][CH2:48][C:49]1[CH:54]=[CH:53][N:52]=[CH:51][CH:50]=1)[CH2:23][CH2:22]2. (7) Given the reactants [CH2:1]([C:3]1[S:21][C:6]2[N:7]=[CH:8][N:9]=[C:10]([NH:11][CH:12]3[CH2:17][CH2:16][CH:15]([N:18]([CH3:20])[CH3:19])[CH2:14][CH2:13]3)[C:5]=2[CH:4]=1)[CH3:2].[Br:22]Br, predict the reaction product. The product is: [Br:22][C:4]1[C:5]2[C:10]([NH:11][CH:12]3[CH2:17][CH2:16][CH:15]([N:18]([CH3:19])[CH3:20])[CH2:14][CH2:13]3)=[N:9][CH:8]=[N:7][C:6]=2[S:21][C:3]=1[CH2:1][CH3:2]. (8) Given the reactants BrC1C=C([C:9]2[N:14]=[C:13]([C:15]3[CH:24]=[CH:23][C:22]4[C:17](=[CH:18][CH:19]=[CH:20][CH:21]=4)[CH:16]=3)[CH:12]=[C:11]([C:25]3[CH:30]=[CH:29][C:28]([CH3:31])=[CH:27][CH:26]=3)[N:10]=2)C=C(Br)C=1.C(=O)([O-])[O-].[Cs+].[Cs+].C1(P(C2CCCCC2)C2C=CC=CC=2C2C(C(C)C)=CC(C(C)C)=CC=2C(C)C)CCCCC1, predict the reaction product. The product is: [CH:16]1[C:17]2[C:22](=[CH:21][CH:20]=[CH:19][CH:18]=2)[CH:23]=[CH:24][C:15]=1[C:13]1[CH:12]=[C:11]([C:25]2[CH:30]=[CH:29][C:28]([CH3:31])=[CH:27][CH:26]=2)[N:10]=[CH:9][N:14]=1. (9) Given the reactants [Cl:1][C:2]1[CH:26]=[CH:25][C:5]([C:6]([NH:8][C:9]2[CH:14]=[CH:13][C:12]([C@@H:15]([NH:17]C(=O)OC(C)(C)C)[CH3:16])=[CH:11][CH:10]=2)=[O:7])=[CH:4][N:3]=1.C(O)(C(F)(F)F)=O, predict the reaction product. The product is: [NH2:17][C@H:15]([C:12]1[CH:11]=[CH:10][C:9]([NH:8][C:6](=[O:7])[C:5]2[CH:25]=[CH:26][C:2]([Cl:1])=[N:3][CH:4]=2)=[CH:14][CH:13]=1)[CH3:16]. (10) Given the reactants [NH2:1][CH2:2][CH2:3][N:4]([CH3:28])[C:5](=[O:27])[CH2:6][CH2:7]/[CH:8]=[CH:9]\[CH2:10]/[CH:11]=[CH:12]\[CH2:13]/[CH:14]=[CH:15]\[CH2:16]/[CH:17]=[CH:18]\[CH2:19]/[CH:20]=[CH:21]\[CH2:22]/[CH:23]=[CH:24]\[CH2:25][CH3:26].[OH:29][C:30]1[CH:38]=[CH:37][CH:36]=[CH:35][C:31]=1[C:32](Cl)=[O:33].N1C=CN=C1.C1CCC(N=C=NC2CCCCC2)CC1, predict the reaction product. The product is: [OH:29][C:30]1[CH:38]=[CH:37][CH:36]=[CH:35][C:31]=1[C:32]([NH:1][CH2:2][CH2:3][N:4]([CH3:28])[C:5](=[O:27])[CH2:6][CH2:7]/[CH:8]=[CH:9]\[CH2:10]/[CH:11]=[CH:12]\[CH2:13]/[CH:14]=[CH:15]\[CH2:16]/[CH:17]=[CH:18]\[CH2:19]/[CH:20]=[CH:21]\[CH2:22]/[CH:23]=[CH:24]\[CH2:25][CH3:26])=[O:33].